From a dataset of Catalyst prediction with 721,799 reactions and 888 catalyst types from USPTO. Predict which catalyst facilitates the given reaction. (1) Reactant: [Cl:1][C:2]1[CH:8]=[C:7]([F:9])[CH:6]=[CH:5][C:3]=1[NH2:4].[Cl:10][CH2:11][S:12](Cl)(=[O:14])=[O:13].C(N(CC)CC)C.Cl. Product: [Cl:10][CH2:11][S:12]([NH:4][C:3]1[CH:5]=[CH:6][C:7]([F:9])=[CH:8][C:2]=1[Cl:1])(=[O:14])=[O:13]. The catalyst class is: 11. (2) Reactant: Cl.[C:2]1([C@H:12]([NH:14][CH2:15][CH2:16][C:17]([C:19]2[CH:24]=[CH:23][CH:22]=[C:21]([C:25]([F:28])([F:27])[F:26])[CH:20]=2)=[O:18])[CH3:13])[C:11]2[C:6](=[CH:7][CH:8]=[CH:9][CH:10]=2)[CH:5]=[CH:4][CH:3]=1.[BH4-].[Na+].[OH-].[Na+].C(O)(=O)C.[S:37](=O)(=[O:40])([OH:39])[OH:38].C(OC(=O)C)(=O)C. Product: [S:37]([O-:40])([O:18][C@H:17]([C:19]1[CH:24]=[CH:23][CH:22]=[C:21]([C:25]([F:26])([F:27])[F:28])[CH:20]=1)[CH2:16][CH2:15][NH2+:14][C@@H:12]([C:2]1[C:11]2[C:6](=[CH:7][CH:8]=[CH:9][CH:10]=2)[CH:5]=[CH:4][CH:3]=1)[CH3:13])(=[O:39])=[O:38]. The catalyst class is: 24. (3) Reactant: [CH3:1][O:2][C:3]([C:5]1[CH:6]=[CH:7][CH:8]=[C:9]2[C:13]=1[NH:12][C:11]([C:14]([O:16]CC1C=CC=CC=1)=[O:15])=[CH:10]2)=[O:4]. Product: [CH3:1][O:2][C:3]([C:5]1[CH:6]=[CH:7][CH:8]=[C:9]2[C:13]=1[NH:12][C:11]([C:14]([OH:16])=[O:15])=[CH:10]2)=[O:4]. The catalyst class is: 123. (4) Product: [CH3:18][C@H:3]1[C:2](=[O:1])[N:6]([C:7]([O:9][C:10]([CH3:13])([CH3:12])[CH3:11])=[O:8])[C@H:5]([C:14]([O:16][CH3:17])=[O:15])[CH2:4]1. The catalyst class is: 20. Reactant: [O:1]=[C:2]1[N:6]([C:7]([O:9][C:10]([CH3:13])([CH3:12])[CH3:11])=[O:8])[C@H:5]([C:14]([O:16][CH3:17])=[O:15])[CH2:4][CH2:3]1.[CH3:18][Si](C)(C)[N-][Si](C)(C)C.[Li+].CI.CC(O)=O. (5) Reactant: [C:1]([C:3]1[CH:4]=[C:5]([C:13]2[S:17][C:16]([C:18]3[CH:26]=[CH:25][CH:24]=[C:23]4[C:19]=3[CH2:20][CH2:21][C@H:22]4[NH:27][S:28]([CH2:31][C:32](OC)=[O:33])(=[O:30])=[O:29])=[N:15][N:14]=2)[CH:6]=[CH:7][C:8]=1[O:9][CH:10]([CH3:12])[CH3:11])#[N:2].[BH4-].[Na+].CO. Product: [C:1]([C:3]1[CH:4]=[C:5]([C:13]2[S:17][C:16]([C:18]3[CH:26]=[CH:25][CH:24]=[C:23]4[C:19]=3[CH2:20][CH2:21][C@H:22]4[NH:27][S:28]([CH2:31][CH2:32][OH:33])(=[O:29])=[O:30])=[N:15][N:14]=2)[CH:6]=[CH:7][C:8]=1[O:9][CH:10]([CH3:12])[CH3:11])#[N:2]. The catalyst class is: 1.